From a dataset of CYP1A2 inhibition data for predicting drug metabolism from PubChem BioAssay. Regression/Classification. Given a drug SMILES string, predict its absorption, distribution, metabolism, or excretion properties. Task type varies by dataset: regression for continuous measurements (e.g., permeability, clearance, half-life) or binary classification for categorical outcomes (e.g., BBB penetration, CYP inhibition). Dataset: cyp1a2_veith. (1) The molecule is COC(=O)/C(=C\C(=O)c1ccccc1)Nc1cccc(C(F)(F)F)c1. The result is 1 (inhibitor). (2) The drug is [Cu].[NH-][C@H](CC(=O)O)C(=O)O.[NH-][C@H](CC(=O)O)C(=O)O. The result is 0 (non-inhibitor).